This data is from Reaction yield outcomes from USPTO patents with 853,638 reactions. The task is: Predict the reaction yield, written as a fraction of the theoretical maximum amount of product (1.0 means a 100% yield; for example, 0.34 means a 34% yield). (1) The reactants are C(=O)([O-])[O-].[K+].[K+].Cl[CH2:8][O:9][CH3:10].[OH:11][C:12]1[C:20]2[O:19][C:18]([CH3:22])([CH3:21])[C:17](=[O:23])[C:16]=2[C:15]([CH3:24])=[CH:14][C:13]=1[CH3:25].O.C(=O)(O)[O-].[Na+]. The catalyst is C(OCC)(=O)C.CN(C=O)C. The product is [CH3:10][O:9][CH2:8][O:11][C:12]1[C:20]2[O:19][C:18]([CH3:21])([CH3:22])[C:17](=[O:23])[C:16]=2[C:15]([CH3:24])=[CH:14][C:13]=1[CH3:25]. The yield is 0.820. (2) The reactants are [CH3:1][NH2:2].[CH3:3][CH2:4][NH:5][C:6]([C@H:8]1[O:12][C@@H:11]([N:13]2[C:17]3[N:18]=[C:19]([C:23]#[C:24][CH2:25][CH:26]4[CH2:31][CH2:30][CH:29]([C:32]([O:34]C)=O)[CH2:28][CH2:27]4)[N:20]=[C:21]([NH2:22])[C:16]=3[N:15]=[CH:14]2)[C@H:10]([OH:36])[C@@H:9]1[OH:37])=[O:7]. The catalyst is CO. The product is [CH2:4]([NH:5][C:6]([CH:8]1[CH:9]([OH:37])[CH:10]([OH:36])[CH:11]([N:13]2[CH:14]=[N:15][C:16]3[C:17]2=[N:18][C:19]([C:23]#[C:24][CH2:25][CH:26]2[CH2:31][CH2:30][CH:29]([C:32](=[O:34])[NH:2][CH3:1])[CH2:28][CH2:27]2)=[N:20][C:21]=3[NH2:22])[O:12]1)=[O:7])[CH3:3]. The yield is 0.480.